Dataset: NCI-60 drug combinations with 297,098 pairs across 59 cell lines. Task: Regression. Given two drug SMILES strings and cell line genomic features, predict the synergy score measuring deviation from expected non-interaction effect. (1) Synergy scores: CSS=1.39, Synergy_ZIP=-3.72, Synergy_Bliss=-4.26, Synergy_Loewe=-3.65, Synergy_HSA=-3.37. Drug 1: CC1CCC2CC(C(=CC=CC=CC(CC(C(=O)C(C(C(=CC(C(=O)CC(OC(=O)C3CCCCN3C(=O)C(=O)C1(O2)O)C(C)CC4CCC(C(C4)OC)O)C)C)O)OC)C)C)C)OC. Cell line: DU-145. Drug 2: C1=CC=C(C(=C1)C(C2=CC=C(C=C2)Cl)C(Cl)Cl)Cl. (2) Drug 1: CN(C)N=NC1=C(NC=N1)C(=O)N. Drug 2: C1CN1P(=S)(N2CC2)N3CC3. Cell line: SW-620. Synergy scores: CSS=17.1, Synergy_ZIP=0.933, Synergy_Bliss=4.73, Synergy_Loewe=-9.42, Synergy_HSA=-0.330. (3) Synergy scores: CSS=6.22, Synergy_ZIP=-1.45, Synergy_Bliss=-0.105, Synergy_Loewe=-1.76, Synergy_HSA=-1.67. Cell line: SK-MEL-5. Drug 2: C1=NNC2=C1C(=O)NC=N2. Drug 1: CS(=O)(=O)OCCCCOS(=O)(=O)C.